Dataset: Peptide-MHC class I binding affinity with 185,985 pairs from IEDB/IMGT. Task: Regression. Given a peptide amino acid sequence and an MHC pseudo amino acid sequence, predict their binding affinity value. This is MHC class I binding data. (1) The MHC is HLA-A02:03 with pseudo-sequence HLA-A02:03. The peptide sequence is DAAASSLLY. The binding affinity (normalized) is 0. (2) The peptide sequence is GPSHKARVL. The MHC is HLA-A30:02 with pseudo-sequence HLA-A30:02. The binding affinity (normalized) is 0. (3) The peptide sequence is SFIEDLLFNK. The MHC is HLA-A68:01 with pseudo-sequence HLA-A68:01. The binding affinity (normalized) is 0.391. (4) The peptide sequence is HPVHAGPIA. The MHC is HLA-A02:03 with pseudo-sequence HLA-A02:03. The binding affinity (normalized) is 0. (5) The peptide sequence is SLNLTIVSV. The MHC is HLA-A02:01 with pseudo-sequence HLA-A02:01. The binding affinity (normalized) is 0.849. (6) The peptide sequence is FYQIFPHSL. The MHC is HLA-A01:01 with pseudo-sequence HLA-A01:01. The binding affinity (normalized) is 0.0847.